This data is from NCI-60 drug combinations with 297,098 pairs across 59 cell lines. The task is: Regression. Given two drug SMILES strings and cell line genomic features, predict the synergy score measuring deviation from expected non-interaction effect. (1) Drug 2: CC1C(C(CC(O1)OC2CC(OC(C2O)C)OC3=CC4=CC5=C(C(=O)C(C(C5)C(C(=O)C(C(C)O)O)OC)OC6CC(C(C(O6)C)O)OC7CC(C(C(O7)C)O)OC8CC(C(C(O8)C)O)(C)O)C(=C4C(=C3C)O)O)O)O. Drug 1: CCC1=CC2CC(C3=C(CN(C2)C1)C4=CC=CC=C4N3)(C5=C(C=C6C(=C5)C78CCN9C7C(C=CC9)(C(C(C8N6C)(C(=O)OC)O)OC(=O)C)CC)OC)C(=O)OC.C(C(C(=O)O)O)(C(=O)O)O. Cell line: SK-MEL-2. Synergy scores: CSS=60.9, Synergy_ZIP=4.07, Synergy_Bliss=7.78, Synergy_Loewe=3.97, Synergy_HSA=7.11. (2) Drug 1: CCCS(=O)(=O)NC1=C(C(=C(C=C1)F)C(=O)C2=CNC3=C2C=C(C=N3)C4=CC=C(C=C4)Cl)F. Drug 2: CCCCCOC(=O)NC1=NC(=O)N(C=C1F)C2C(C(C(O2)C)O)O. Cell line: SF-268. Synergy scores: CSS=-2.93, Synergy_ZIP=2.29, Synergy_Bliss=-2.85, Synergy_Loewe=-76.9, Synergy_HSA=-7.05. (3) Drug 1: C1CCC(C1)C(CC#N)N2C=C(C=N2)C3=C4C=CNC4=NC=N3. Drug 2: CCC1=CC2CC(C3=C(CN(C2)C1)C4=CC=CC=C4N3)(C5=C(C=C6C(=C5)C78CCN9C7C(C=CC9)(C(C(C8N6C)(C(=O)OC)O)OC(=O)C)CC)OC)C(=O)OC.C(C(C(=O)O)O)(C(=O)O)O. Cell line: HCT-15. Synergy scores: CSS=34.6, Synergy_ZIP=7.86, Synergy_Bliss=12.1, Synergy_Loewe=-14.6, Synergy_HSA=11.0. (4) Drug 1: C1=NC2=C(N=C(N=C2N1C3C(C(C(O3)CO)O)O)F)N. Drug 2: C1CN1C2=NC(=NC(=N2)N3CC3)N4CC4. Cell line: HCC-2998. Synergy scores: CSS=50.2, Synergy_ZIP=-5.55, Synergy_Bliss=-5.26, Synergy_Loewe=-7.61, Synergy_HSA=-0.260. (5) Drug 1: COC1=NC(=NC2=C1N=CN2C3C(C(C(O3)CO)O)O)N. Drug 2: CC(C)NC(=O)C1=CC=C(C=C1)CNNC.Cl. Cell line: HOP-92. Synergy scores: CSS=1.91, Synergy_ZIP=-0.122, Synergy_Bliss=0.281, Synergy_Loewe=0.338, Synergy_HSA=-0.363.